From a dataset of Retrosynthesis with 50K atom-mapped reactions and 10 reaction types from USPTO. Predict the reactants needed to synthesize the given product. (1) Given the product CCOC(=O)c1cc2cc(-c3ccc(C#N)cc3)ccc2[nH]1, predict the reactants needed to synthesize it. The reactants are: CCOC(=O)c1cc2cc(B3OC(C)(C)C(C)(C)O3)ccc2[nH]1.N#Cc1ccc(I)cc1. (2) Given the product C=Cc1nc(C(=O)OC)c(Cl)c(N)c1F, predict the reactants needed to synthesize it. The reactants are: CN(C)C=O.COC(=O)c1nc(Cl)c(F)c(N)c1Cl. (3) The reactants are: CC1(C2CCCC2)Cc2cc(O)c(Cl)c(Cl)c2C1=O. Given the product CC1(C2CCCC2)Cc2cc(O)c(Cl)cc2C1=O, predict the reactants needed to synthesize it. (4) Given the product CCCCCCC(=O)OCn1c(=O)c(F)cn([C@H]2C[C@H](O)[C@@H](CO)O2)c1=O, predict the reactants needed to synthesize it. The reactants are: CCCCCCC(=O)OCCl.O=c1[nH]c(=O)n([C@H]2C[C@H](O)[C@@H](CO)O2)cc1F.